Dataset: Full USPTO retrosynthesis dataset with 1.9M reactions from patents (1976-2016). Task: Predict the reactants needed to synthesize the given product. (1) Given the product [Cl:12][CH:3]([CH3:2])[CH2:4][CH2:5][S:6]([NH2:10])(=[O:8])=[O:7], predict the reactants needed to synthesize it. The reactants are: Cl[CH2:2][CH2:3][CH2:4][CH2:5][S:6](Cl)(=[O:8])=[O:7].[NH3:10].C(Cl)[Cl:12]. (2) Given the product [C:1]([O:5][C:6]([N:8]1[CH2:14][CH2:13][CH2:12][N:11]([C:15]2[NH:23][C:22]3[C:21](=[O:31])[N:20]([CH2:32][O:33][CH2:34][CH2:35][Si:36]([CH3:39])([CH3:38])[CH3:37])[C:19](=[O:40])[N:18]([CH3:41])[C:17]=3[C:16]=2[C:42]#[N:43])[CH2:10][CH2:9]1)=[O:7])([CH3:4])([CH3:2])[CH3:3], predict the reactants needed to synthesize it. The reactants are: [C:1]([O:5][C:6]([N:8]1[CH2:14][CH2:13][CH2:12][N:11]([C:15]2[N:23](CC3C=CC=CC=3)[C:22]3[C:21](=[O:31])[N:20]([CH2:32][O:33][CH2:34][CH2:35][Si:36]([CH3:39])([CH3:38])[CH3:37])[C:19](=[O:40])[N:18]([CH3:41])[C:17]=3[C:16]=2[C:42]#[N:43])[CH2:10][CH2:9]1)=[O:7])([CH3:4])([CH3:3])[CH3:2].C([O-])=O.[NH4+]. (3) Given the product [CH3:16][CH2:15][CH2:14][CH2:13][CH2:12][CH2:11][CH2:10][CH2:9][CH2:8][CH2:7][CH2:6][CH2:5][CH2:4][CH2:3][CH2:2][C:1]([O:18][CH2:19][C@@H:20]([O:21][C:34]([CH2:35][CH2:36][CH2:37][C:38]([OH:40])=[O:39])=[O:41])[CH2:22][O:23][P:24]([O:27][CH2:28][CH2:29][N+:30]([CH3:32])([CH3:31])[CH3:33])([O-:26])=[O:25])=[O:17], predict the reactants needed to synthesize it. The reactants are: [C:1]([O:18][CH2:19][C@H:20]([CH2:22][O:23][P:24]([O:27][CH2:28][CH2:29][N+:30]([CH3:33])([CH3:32])[CH3:31])([OH:26])=[O:25])[OH:21])(=[O:17])[CH2:2][CH2:3][CH2:4][CH2:5][CH2:6][CH2:7][CH2:8][CH2:9][CH2:10][CH2:11][CH2:12][CH2:13][CH2:14][CH2:15][CH3:16].[C:34]1(=[O:41])[O:40][C:38](=[O:39])[CH2:37][CH2:36][CH2:35]1.C(Cl)(Cl)Cl.CO.